This data is from Catalyst prediction with 721,799 reactions and 888 catalyst types from USPTO. The task is: Predict which catalyst facilitates the given reaction. (1) Reactant: [CH3:1][N:2]1[CH:6]([C:7]([O:9][C:10]([CH3:13])([CH3:12])[CH3:11])=[O:8])[CH2:5][NH:4][C:3]1=[O:14].Br[C:16]1[C:21]([CH3:22])=[CH:20][CH:19]=[CH:18][N:17]=1.C(=O)([O-])[O-].[Cs+].[Cs+].CC1(C)C2C(=C(P(C3C=CC=CC=3)C3C=CC=CC=3)C=CC=2)OC2C(P(C3C=CC=CC=3)C3C=CC=CC=3)=CC=CC1=2. Product: [CH3:1][N:2]1[CH:6]([C:7]([O:9][C:10]([CH3:11])([CH3:13])[CH3:12])=[O:8])[CH2:5][N:4]([C:16]2[C:21]([CH3:22])=[CH:20][CH:19]=[CH:18][N:17]=2)[C:3]1=[O:14]. The catalyst class is: 333. (2) Reactant: [Cl:1][C:2]1[CH:11]=[CH:10][C:9]2[N:8]=[C:7]([C:12]3[CH:16]=[CH:15][NH:14][N:13]=3)[CH:6]=[CH:5][C:4]=2[C:3]=1[NH2:17].[H-].[Na+].[CH3:20][Si:21]([CH3:28])([CH3:27])[CH2:22][CH2:23][O:24][CH2:25]Cl. Product: [Cl:1][C:2]1[C:3]([NH2:17])=[C:4]2[C:9](=[CH:10][CH:11]=1)[N:8]=[C:7]([C:12]1[CH:16]=[CH:15][N:14]([CH2:25][O:24][CH2:23][CH2:22][Si:21]([CH3:28])([CH3:27])[CH3:20])[N:13]=1)[CH:6]=[CH:5]2. The catalyst class is: 9. (3) Reactant: [OH:1][CH:2]([CH2:20][CH2:21][CH2:22][CH3:23])[CH2:3][CH2:4][CH2:5][CH2:6][CH2:7][CH2:8][CH:9]=[CH:10][CH:11]=[CH:12][CH:13]=[CH:14][CH:15]=[CH:16][C:17]([OH:19])=[O:18].ON1C(=O)CCC1=O.C1(N=C=NC2CCCCC2)CCCCC1. Product: [CH3:23][CH2:22][CH2:21][CH2:20][CH:2]([OH:1])/[CH:3]=[CH:4]\[CH2:5]/[CH:6]=[CH:7]\[CH2:8]/[CH:9]=[CH:10]\[CH2:11]/[CH:12]=[CH:13]\[CH2:14][CH2:15][CH2:16][C:17]([OH:19])=[O:18]. The catalyst class is: 7. (4) Reactant: [NH2:1][C:2]1[O:6][N:5]=[C:4]([C:7]2[CH:33]=[CH:32][C:10]([CH2:11][N:12]([CH2:24][C:25]([O:27][C:28]([CH3:31])([CH3:30])[CH3:29])=[O:26])[C:13](=[O:23])[C:14]3[CH:19]=[CH:18][C:17]([N+:20]([O-:22])=[O:21])=[CH:16][CH:15]=3)=[CH:9][CH:8]=2)[N:3]=1.CC(C)([O-])C.[K+].[CH3:40][C:41]1[CH:46]=[CH:45][C:44]([S:47](Cl)(=[O:49])=[O:48])=[CH:43][CH:42]=1. Product: [CH3:40][C:41]1[CH:46]=[CH:45][C:44]([S:47]([NH:1][C:2]2[O:6][N:5]=[C:4]([C:7]3[CH:8]=[CH:9][C:10]([CH2:11][N:12]([CH2:24][C:25]([O:27][C:28]([CH3:29])([CH3:30])[CH3:31])=[O:26])[C:13](=[O:23])[C:14]4[CH:15]=[CH:16][C:17]([N+:20]([O-:22])=[O:21])=[CH:18][CH:19]=4)=[CH:32][CH:33]=3)[N:3]=2)(=[O:49])=[O:48])=[CH:43][CH:42]=1. The catalyst class is: 1. (5) Product: [F:1][C:2]1[C:7]([C:8]2[N:12]([S:13]([C:16]3[CH:17]=[N:18][C:19]([CH3:22])=[CH:20][CH:21]=3)(=[O:14])=[O:15])[CH:11]=[C:10]([CH2:23][NH:24][CH3:25])[CH:9]=2)=[CH:6][CH:5]=[CH:4][N:3]=1. Reactant: [F:1][C:2]1[C:7]([C:8]2[N:12]([S:13]([C:16]3[CH:17]=[N:18][C:19]([CH3:22])=[CH:20][CH:21]=3)(=[O:15])=[O:14])[CH:11]=[C:10]([CH2:23][N:24](C)[C:25](=O)OC(C)(C)C)[CH:9]=2)=[CH:6][CH:5]=[CH:4][N:3]=1.C(OCC)(=O)C.Cl. The catalyst class is: 8. (6) Reactant: [CH3:1][O:2][C:3]([CH2:5][CH2:6][C:7]1[CH:12]=[C:11]([CH3:13])[C:10]([C:14]2[NH:15][C:16]3[C:21]([CH:22]=2)=[CH:20][CH:19]=[C:18]([C:23](O)=[O:24])[CH:17]=3)=[C:9]([CH3:26])[CH:8]=1)=[O:4].[C:27]([C:31]1[CH:37]=[CH:36][C:34]([NH2:35])=[CH:33][CH:32]=1)([CH3:30])([CH3:29])[CH3:28].CCN=C=NCCCN(C)C.C1C=CC2N(O)N=NC=2C=1. Product: [CH3:1][O:2][C:3](=[O:4])[CH2:5][CH2:6][C:7]1[CH:8]=[C:9]([CH3:26])[C:10]([C:14]2[NH:15][C:16]3[C:21]([CH:22]=2)=[CH:20][CH:19]=[C:18]([C:23](=[O:24])[NH:35][C:34]2[CH:36]=[CH:37][C:31]([C:27]([CH3:30])([CH3:29])[CH3:28])=[CH:32][CH:33]=2)[CH:17]=3)=[C:11]([CH3:13])[CH:12]=1. The catalyst class is: 1. (7) Reactant: [CH2:1]([N:8]([CH2:12][C:13]1[C:18](Cl)=[N:17][C:16]([Cl:20])=[CH:15][N:14]=1)[CH2:9][CH2:10][OH:11])[C:2]1[CH:7]=[CH:6][CH:5]=[CH:4][CH:3]=1.CC([O-])(C)C.[K+]. Product: [CH2:1]([N:8]1[CH2:12][C:13]2[N:14]=[CH:15][C:16]([Cl:20])=[N:17][C:18]=2[O:11][CH2:10][CH2:9]1)[C:2]1[CH:7]=[CH:6][CH:5]=[CH:4][CH:3]=1. The catalyst class is: 1.